The task is: Predict which catalyst facilitates the given reaction.. This data is from Catalyst prediction with 721,799 reactions and 888 catalyst types from USPTO. (1) Reactant: [C:1]([NH:8][CH2:9][CH2:10][C:11]1[C:19]2[C:14](=[CH:15][N:16]=[CH:17][CH:18]=2)[NH:13][CH:12]=1)([O:3][C:4]([CH3:7])([CH3:6])[CH3:5])=[O:2].[CH3:20][O:21][C:22]1[CH:23]=[C:24]([S:28](Cl)(=[O:30])=[O:29])[CH:25]=[CH:26][CH:27]=1.CC(C)([O-])C.[K+].C([O-])(O)=O.[Na+]. Product: [CH3:20][O:21][C:22]1[CH:23]=[C:24]([S:28]([N:13]2[C:14]3=[CH:15][N:16]=[CH:17][CH:18]=[C:19]3[C:11]([CH2:10][CH2:9][NH:8][C:1](=[O:2])[O:3][C:4]([CH3:6])([CH3:7])[CH3:5])=[CH:12]2)(=[O:30])=[O:29])[CH:25]=[CH:26][CH:27]=1. The catalyst class is: 1. (2) Reactant: [CH2:1]([N:8]1[C:16]2[C@:15]3([CH3:20])[C:17]([CH3:19])([CH3:18])[C@@H:12]([CH2:13][CH2:14]3)[C:11]=2[C:10](=[O:21])[NH:9]1)[C:2]1[CH:7]=[CH:6][CH:5]=[CH:4][CH:3]=1.Cl[CH2:23][C:24]1[N:25]=[C:26]([CH3:29])[S:27][CH:28]=1. Product: [CH2:1]([N:8]1[C:16]2[C@:15]3([CH3:20])[C:17]([CH3:18])([CH3:19])[C@@H:12]([CH2:13][CH2:14]3)[C:11]=2[C:10](=[O:21])[N:9]1[CH2:23][C:24]1[N:25]=[C:26]([CH3:29])[S:27][CH:28]=1)[C:2]1[CH:3]=[CH:4][CH:5]=[CH:6][CH:7]=1. The catalyst class is: 711.